Predict the product of the given reaction. From a dataset of Forward reaction prediction with 1.9M reactions from USPTO patents (1976-2016). (1) Given the reactants [Cl:1][C:2]1[C:11]2[C:6](=[CH:7][CH:8]=[C:9]([C:12]([F:15])([F:14])[F:13])[CH:10]=2)[N:5]=[C:4]([CH3:16])[C:3]=1[C:17]([O:19][CH3:20])=[O:18].[Br:21]N1C(=O)CCC1=O.N(C(C)(C)C#N)=NC(C)(C)C#N, predict the reaction product. The product is: [Br:21][CH2:16][C:4]1[C:3]([C:17]([O:19][CH3:20])=[O:18])=[C:2]([Cl:1])[C:11]2[C:6](=[CH:7][CH:8]=[C:9]([C:12]([F:13])([F:15])[F:14])[CH:10]=2)[N:5]=1. (2) Given the reactants [Cl:1][C:2]1[CH:19]=[CH:18][C:5]([C:6]2[CH:11]=[C:10]([CH2:12][CH3:13])[C:9]([NH:14]C(=O)C)=[CH:8][CH:7]=2)=[CH:4][CH:3]=1.Cl, predict the reaction product. The product is: [Cl:1][C:2]1[CH:19]=[CH:18][C:5]([C:6]2[CH:11]=[C:10]([CH2:12][CH3:13])[C:9]([NH2:14])=[CH:8][CH:7]=2)=[CH:4][CH:3]=1. (3) Given the reactants [CH3:1][O:2][C:3]1[CH:12]=[C:11]2[C:6]([CH:7]=[CH:8][CH:9]=[C:10]2[C:13](=O)[C:14]([NH2:16])=O)=[CH:5][CH:4]=1.[Al+3].[Cl-].[Cl-].[Cl-].B.C1COCC1.O, predict the reaction product. The product is: [CH3:1][O:2][C:3]1[CH:12]=[C:11]2[C:6]([CH:7]=[CH:8][CH:9]=[C:10]2[CH2:13][CH2:14][NH2:16])=[CH:5][CH:4]=1.